From a dataset of Forward reaction prediction with 1.9M reactions from USPTO patents (1976-2016). Predict the product of the given reaction. (1) Given the reactants [C:1]([O:5][C:6]([N:8]1[CH2:13][CH2:12][CH:11]([C:14]2[N:18]([C:19]3[CH:24]=[CH:23][C:22]([CH:25]([CH3:27])[CH3:26])=[CH:21][CH:20]=3)[N:17]=[CH:16][C:15]=2[C:28](O)=[O:29])[CH2:10][CH2:9]1)=[O:7])([CH3:4])([CH3:3])[CH3:2].C1CCC(N=C=NC2CCCCC2)CC1.[CH3:46][C:47]1[CH:48]=[C:49]([CH:51]=[C:52]([CH3:54])[CH:53]=1)[NH2:50], predict the reaction product. The product is: [C:1]([O:5][C:6]([N:8]1[CH2:13][CH2:12][CH:11]([C:14]2[N:18]([C:19]3[CH:24]=[CH:23][C:22]([CH:25]([CH3:26])[CH3:27])=[CH:21][CH:20]=3)[N:17]=[CH:16][C:15]=2[C:28](=[O:29])[NH:50][C:49]2[CH:51]=[C:52]([CH3:54])[CH:53]=[C:47]([CH3:46])[CH:48]=2)[CH2:10][CH2:9]1)=[O:7])([CH3:3])([CH3:2])[CH3:4]. (2) Given the reactants [CH2:1]([O:8][CH2:9][C:10]1[CH2:11][N:12]([NH:17][C:18](=[O:20])[CH3:19])[C:13](=[O:16])[NH:14][N:15]=1)[C:2]1[CH:7]=[CH:6][CH:5]=[CH:4][CH:3]=1.[C:21](O[C:21]([O:23][C:24]([CH3:27])([CH3:26])[CH3:25])=[O:22])([O:23][C:24]([CH3:27])([CH3:26])[CH3:25])=[O:22], predict the reaction product. The product is: [C:18]([N:17]([C:21]([O:23][C:24]([CH3:27])([CH3:26])[CH3:25])=[O:22])[N:12]1[CH2:11][C:10]([CH2:9][O:8][CH2:1][C:2]2[CH:7]=[CH:6][CH:5]=[CH:4][CH:3]=2)=[N:15][N:14]([C:21]([O:23][C:24]([CH3:27])([CH3:26])[CH3:25])=[O:22])[C:13]1=[O:16])(=[O:20])[CH3:19]. (3) Given the reactants C[C:2]1([CH3:10])[O:9][C:7](=[O:8])[CH2:6][C:4](=[O:5])O1.C(O)(=O)[CH2:12][CH2:13][CH2:14][CH2:15][CH3:16].[CH2:19]1CCC(N=C=NC2CCCCC2)CC1, predict the reaction product. The product is: [CH3:19][CH:13]([CH3:12])[CH2:14][CH2:15][CH2:16][C:4](=[O:5])[CH2:6][C:7]([O:9][CH2:2][CH3:10])=[O:8]. (4) Given the reactants Cl.Cl[C:3]1[C:4]([O:17][CH2:18][CH:19]2[CH2:24][CH2:23][NH:22][CH2:21][CH2:20]2)=[CH:5][C:6]([F:16])=[C:7]([CH:15]=1)[C:8]([O:10][C:11](C)(C)C)=[O:9].Cl.[C:26](O)(=O)[C:27]1[CH:32]=CC=CC=1.CC1C=CC(S(O[C@@H](C2C=C(Cl)C=C(Cl)C=2)C)(=O)=O)=CC=1.[Br:56][C:57]1[CH:62]=[CH:61][C:60]([CH2:63]Cl)=[C:59]([Cl:65])[CH:58]=1, predict the reaction product. The product is: [Br:56][C:57]1[CH:62]=[CH:61][C:60]([CH2:63][N:22]2[CH2:23][CH2:24][CH:19]([CH2:18][O:17][C:4]3[C:3]([CH:32]4[CH2:27][CH2:26]4)=[CH:15][C:7]([C:8]([O:10][CH3:11])=[O:9])=[C:6]([F:16])[CH:5]=3)[CH2:20][CH2:21]2)=[C:59]([Cl:65])[CH:58]=1. (5) Given the reactants [C:1]1([CH:7]([NH:26][C:27]([O:29][C@@H:30]2[CH:35]3[CH2:36][CH2:37][N:32]([CH2:33][CH2:34]3)[CH2:31]2)=[O:28])[C:8]2[CH:9]=[C:10]([CH:23]=[CH:24][CH:25]=2)[O:11][CH2:12][C:13]2[CH:22]=[CH:21][C:16]([C:17]([O:19]C)=[O:18])=[CH:15][CH:14]=2)[CH:6]=[CH:5][CH:4]=[CH:3][CH:2]=1.[OH-].[Li+].Cl, predict the reaction product. The product is: [C:1]1([CH:7]([NH:26][C:27]([O:29][C@@H:30]2[CH:35]3[CH2:36][CH2:37][N:32]([CH2:33][CH2:34]3)[CH2:31]2)=[O:28])[C:8]2[CH:9]=[C:10]([CH:23]=[CH:24][CH:25]=2)[O:11][CH2:12][C:13]2[CH:14]=[CH:15][C:16]([C:17]([OH:19])=[O:18])=[CH:21][CH:22]=2)[CH:6]=[CH:5][CH:4]=[CH:3][CH:2]=1.